Dataset: Reaction yield outcomes from USPTO patents with 853,638 reactions. Task: Predict the reaction yield, written as a fraction of the theoretical maximum amount of product (1.0 means a 100% yield; for example, 0.34 means a 34% yield). The reactants are [Br:1][C:2]1[CH:7]=[CH:6][C:5]([C:8]([OH:10])=[O:9])=[CH:4][N:3]=1.C(Br)(=O)C(Br)=O.CCCCCCC.[CH3:24][C:25]([O-])([CH3:27])[CH3:26].[K+]. The catalyst is C(Cl)Cl.CN(C=O)C.C1COCC1.CCOC(C)=O. The product is [Br:1][C:2]1[CH:7]=[CH:6][C:5]([C:8]([O:10][C:25]([CH3:27])([CH3:26])[CH3:24])=[O:9])=[CH:4][N:3]=1. The yield is 0.360.